Predict the product of the given reaction. From a dataset of Forward reaction prediction with 1.9M reactions from USPTO patents (1976-2016). (1) The product is: [CH3:1][O:2][CH2:3][CH2:4][NH:5][CH2:12][C:11]1[CH:14]=[CH:15][C:8]([C:6]#[N:7])=[CH:9][CH:10]=1. Given the reactants [CH3:1][O:2][CH2:3][CH2:4][NH2:5].[C:6]([C:8]1[CH:15]=[CH:14][C:11]([CH2:12]Br)=[CH:10][CH:9]=1)#[N:7], predict the reaction product. (2) Given the reactants C([O-])(=O)C(C)=O.C(=O)C.[CH2:10]([OH:14])[CH2:11][CH:12]=[CH2:13].O[CH:16]([CH3:23])[CH2:17][C:18](=[O:22])[C:19]([O-:21])=[O:20].O=C(C=CC)C([O-])=O, predict the reaction product. The product is: [O:22]=[C:18]([CH:17]=[CH:16][CH3:23])[C:19]([O-:21])=[O:20].[CH:10](=[O:14])[CH2:11][CH:12]=[CH2:13]. (3) Given the reactants [Cl:1][C:2]1[CH:11]=[CH:10][C:5]([C:6]([O:8][CH3:9])=[O:7])=[C:4]([NH:12][CH2:13][CH2:14][CH2:15][OH:16])[C:3]=1[NH:17][C:18](=S)[NH:19][C:20]1[C:21]([CH2:29][CH3:30])=[N:22][C:23]([CH3:28])=[N:24][C:25]=1[CH2:26][CH3:27].Cl.C(N=C=NCCCN(C)C)C.C(N(CC)CC)C, predict the reaction product. The product is: [Cl:1][C:2]1[C:3]2[N:17]=[C:18]([NH:19][C:20]3[C:21]([CH2:29][CH3:30])=[N:22][C:23]([CH3:28])=[N:24][C:25]=3[CH2:26][CH3:27])[N:12]([CH2:13][CH2:14][CH2:15][OH:16])[C:4]=2[C:5]([C:6]([O:8][CH3:9])=[O:7])=[CH:10][CH:11]=1. (4) Given the reactants [ClH:1].[CH2:2]1[C:11]2[C:6](=[CH:7][CH:8]=[CH:9][CH:10]=2)[CH2:5][CH:4]([C:12]([OH:14])=[O:13])[NH:3]1.[OH-].[Na+].[C:17](Cl)(=[O:19])[CH3:18], predict the reaction product. The product is: [Cl:1][C:5]1[CH:6]=[CH:7][C:18]([C:17]([N:3]2[CH:4]([C:12]([OH:14])=[O:13])[CH2:5][C:6]3[C:11](=[CH:10][CH:9]=[CH:8][CH:7]=3)[CH2:2]2)=[O:19])=[CH:12][CH:4]=1. (5) Given the reactants [OH:1][C:2]1[C:3]([C:12]([NH:14][C:15]2[CH:20]=[C:19]([C:21]([F:24])([F:23])[F:22])[CH:18]=[C:17]([C:25]([F:28])([F:27])[F:26])[CH:16]=2)=[O:13])=[CH:4][C:5]2[C:10]([CH:11]=1)=[CH:9][CH:8]=[CH:7][CH:6]=2.[N:29]1([C:35](Cl)=[O:36])[CH2:34][CH2:33][O:32][CH2:31][CH2:30]1, predict the reaction product. The product is: [O:32]1[CH2:33][CH2:34][N:29]([C:35]([O:1][C:2]2[C:3]([C:12]([NH:14][C:15]3[CH:16]=[C:17]([C:25]([F:26])([F:27])[F:28])[CH:18]=[C:19]([C:21]([F:22])([F:23])[F:24])[CH:20]=3)=[O:13])=[CH:4][C:5]3[C:10]([CH:11]=2)=[CH:9][CH:8]=[CH:7][CH:6]=3)=[O:36])[CH2:30][CH2:31]1. (6) Given the reactants Cl.ClCC([NH:6][CH2:7][C:8]1[CH:13]=[CH:12][C:11]([C:14]([Cl:18])=[C:15]([Cl:17])[Cl:16])=[CH:10][C:9]=1[OH:19])=O, predict the reaction product. The product is: [NH2:6][CH2:7][C:8]1[CH:13]=[CH:12][C:11]([C:14]([Cl:18])=[C:15]([Cl:17])[Cl:16])=[CH:10][C:9]=1[OH:19].